This data is from Catalyst prediction with 721,799 reactions and 888 catalyst types from USPTO. The task is: Predict which catalyst facilitates the given reaction. (1) Reactant: [Cl:1][CH2:2][CH2:3][CH2:4][O:5][C:6]1[CH:14]=[CH:13][C:9]([C:10]([NH2:12])=[O:11])=[C:8]([F:15])[CH:7]=1.[Cl:16][CH2:17][C:18]([CH2:20]Cl)=O. Product: [Cl:16][CH2:17][C:18]1[N:12]=[C:10]([C:9]2[CH:13]=[CH:14][C:6]([O:5][CH2:4][CH2:3][CH2:2][Cl:1])=[CH:7][C:8]=2[F:15])[O:11][CH:20]=1. The catalyst class is: 397. (2) Reactant: [NH2:1][CH:2]([C:6]1[CH:11]=[CH:10][C:9]([OH:12])=[CH:8][CH:7]=1)[C:3]([OH:5])=[O:4]. Product: [NH2:1][CH:2]([CH:6]1[CH2:11][CH2:10][CH:9]([OH:12])[CH2:8][CH2:7]1)[C:3]([OH:5])=[O:4]. The catalyst class is: 181. (3) Reactant: [CH3:1][C:2]1[CH:3]=[C:4]([OH:17])[CH:5]=[CH:6][C:7]=1[CH2:8][CH2:9][CH2:10][CH2:11][N:12]1[CH:16]=[CH:15][N:14]=[N:13]1.C(=O)([O-])[O-].[Cs+].[Cs+].Cl[CH2:25][C:26]1[N:27]=[C:28]([CH:31]=[CH:32][C:33]2[CH:38]=[CH:37][C:36]([S:39]([C:41]([F:44])([F:43])[F:42])=[O:40])=[CH:35][CH:34]=2)[O:29][CH:30]=1.[I-].[K+]. Product: [CH3:1][C:2]1[CH:3]=[C:4]([O:17][CH2:25][C:26]2[N:27]=[C:28](/[CH:31]=[CH:32]/[C:33]3[CH:34]=[CH:35][C:36]([S:39]([C:41]([F:44])([F:42])[F:43])=[O:40])=[CH:37][CH:38]=3)[O:29][CH:30]=2)[CH:5]=[CH:6][C:7]=1[CH2:8][CH2:9][CH2:10][CH2:11][N:12]1[CH:16]=[CH:15][N:14]=[N:13]1. The catalyst class is: 131. (4) Reactant: C1(C=CC2C=CC(O)=CC=2)C=C(O)C=C(O)C=1.C1(C=CC2C=CC(O)=CC=2)C=C(O)C=C(O)C=1.[CH3:35][C@H:36]1[O:41][C@@H:40]2[O:42][C@H:43]3[C@H:48]([OH:49])[C@@H:47]([OH:50])[C@@H:46]([O:51][C@H:52]4[C@H:57]([OH:58])[C@@H:56]([OH:59])[C@@H:55]([O:60][C@H:61]5[C@H:66]([OH:67])[C@@H:65]([OH:68])[C@@H:64]([O:69][C@H:70]6[C@H:75]([OH:76])[C@@H:74]([OH:77])[C@@H:73]([O:78][C@H:79]7[C@H:84]([OH:85])[C@@H:83]([OH:86])[C@@H:82]([O:87][C@H:88]8[C@H:94]([OH:95])[C@@H:93]([OH:96])[C@@H:91]([O:92][C@H:37]1[C@H:38]([OH:118])[C@H:39]2[OH:117])[O:90][C@@H:89]8[CH2:97][O:98][CH2:99][CH2:100][CH2:101][CH2:102][S:103]([O-:106])(=[O:105])=[O:104])[O:81][C@@H:80]7[CH2:107][OH:108])[O:72][C@@H:71]6[CH2:109][OH:110])[O:63][C@@H:62]5[CH2:111][OH:112])[O:54][C@@H:53]4[CH2:113][OH:114])[O:45][C@@H:44]3[CH2:115][OH:116].[Na+:119]. Product: [CH3:35][C@H:36]1[O:41][C@@H:40]2[O:42][C@H:43]3[C@H:48]([OH:49])[C@@H:47]([OH:50])[C@@H:46]([O:51][C@H:52]4[C@H:57]([OH:58])[C@@H:56]([OH:59])[C@@H:55]([O:60][C@H:61]5[C@H:66]([OH:67])[C@@H:65]([OH:68])[C@@H:64]([O:69][C@H:70]6[C@H:75]([OH:76])[C@@H:74]([OH:77])[C@@H:73]([O:78][C@H:79]7[C@H:84]([OH:85])[C@@H:83]([OH:86])[C@@H:82]([O:87][C@H:88]8[C@H:94]([OH:95])[C@@H:93]([OH:96])[C@@H:91]([O:92][C@H:37]1[C@H:38]([OH:118])[C@H:39]2[OH:117])[O:90][C@@H:89]8[CH2:97][O:98][CH2:99][CH2:100][CH2:101][CH2:102][S:103]([O-:106])(=[O:105])=[O:104])[O:81][C@@H:80]7[CH2:107][OH:108])[O:72][C@@H:71]6[CH2:109][OH:110])[O:63][C@@H:62]5[CH2:111][OH:112])[O:54][C@@H:53]4[CH2:113][OH:114])[O:45][C@@H:44]3[CH2:115][OH:116].[Na+:119]. The catalyst class is: 6. (5) Reactant: [Br:1][C:2]1[CH:7]=[CH:6][C:5]([CH2:8]Br)=[C:4]([F:10])[CH:3]=1.[NH:11]1[CH2:16][CH2:15][O:14][CH2:13][CH2:12]1. Product: [Br:1][C:2]1[CH:7]=[CH:6][C:5]([CH2:8][N:11]2[CH2:16][CH2:15][O:14][CH2:13][CH2:12]2)=[C:4]([F:10])[CH:3]=1. The catalyst class is: 3.